This data is from Reaction yield outcomes from USPTO patents with 853,638 reactions. The task is: Predict the reaction yield, written as a fraction of the theoretical maximum amount of product (1.0 means a 100% yield; for example, 0.34 means a 34% yield). The reactants are [NH2:1][CH2:2][CH2:3][C:4]([OH:6])=[O:5].[OH-].[Na+].[CH:9]1([C:15](Cl)=[O:16])[CH2:14][CH2:13][CH2:12][CH2:11][CH2:10]1.Cl. The catalyst is O. The product is [CH:9]1([C:15]([NH:1][CH2:2][CH2:3][C:4]([OH:6])=[O:5])=[O:16])[CH2:14][CH2:13][CH2:12][CH2:11][CH2:10]1. The yield is 0.850.